From a dataset of Full USPTO retrosynthesis dataset with 1.9M reactions from patents (1976-2016). Predict the reactants needed to synthesize the given product. (1) Given the product [Cl:20][CH2:21][CH2:22][CH2:23][O:8][C:7]1[CH:9]=[CH:10][C:2]([C:1]([O:12][CH3:13])=[O:11])=[CH:3][C:4]=1[O:5][CH3:6], predict the reactants needed to synthesize it. The reactants are: [C:1]([O:12][CH3:13])(=[O:11])[C:2]1[CH:10]=[CH:9][C:7]([OH:8])=[C:4]([O:5][CH3:6])[CH:3]=1.C([O-])([O-])=O.[Cs+].[Cs+].[Cl:20][CH2:21][CH2:22][CH2:23]Br. (2) Given the product [O:44]=[C:43]1[C@@H:38]2[CH2:39][N:40]([C:18]([NH:12][C:11]3[N:7]([C:1]4[CH:6]=[CH:5][CH:4]=[CH:3][CH:2]=4)[N:8]=[CH:9][CH:10]=3)=[O:19])[CH2:41][CH2:42][N:37]2[C:36](=[O:45])[N:35]1[C@H:33]1[CH2:34][C@@H:32]1[C:26]1[CH:31]=[CH:30][CH:29]=[CH:28][CH:27]=1, predict the reactants needed to synthesize it. The reactants are: [C:1]1([N:7]2[C:11]([NH2:12])=[CH:10][CH:9]=[N:8]2)[CH:6]=[CH:5][CH:4]=[CH:3][CH:2]=1.C1N=CN([C:18](N2C=NC=C2)=[O:19])C=1.Cl.[C:26]1([C@H:32]2[CH2:34][C@@H:33]2[N:35]2[C:43](=[O:44])[C@@H:38]3[CH2:39][NH:40][CH2:41][CH2:42][N:37]3[C:36]2=[O:45])[CH:31]=[CH:30][CH:29]=[CH:28][CH:27]=1. (3) Given the product [F:17][C:14]1[CH:13]=[CH:12][C:11]([C:10]2[C:5]3[C:6](=[N:7][CH:2]=[CH:3][C:4]=3[NH:18][CH2:19][C:20]3[CH:25]=[CH:24][CH:23]=[CH:22][N:21]=3)[S:8][CH:9]=2)=[CH:16][CH:15]=1, predict the reactants needed to synthesize it. The reactants are: Cl[C:2]1[N:7]=[C:6]2[S:8][CH:9]=[C:10]([C:11]3[CH:16]=[CH:15][C:14]([F:17])=[CH:13][CH:12]=3)[C:5]2=[C:4]([NH:18][CH2:19][C:20]2[CH:25]=[CH:24][CH:23]=[CH:22][N:21]=2)[CH:3]=1.